The task is: Predict the reaction yield, written as a fraction of the theoretical maximum amount of product (1.0 means a 100% yield; for example, 0.34 means a 34% yield).. This data is from Reaction yield outcomes from USPTO patents with 853,638 reactions. (1) The yield is 0.660. The catalyst is C(OCC)(=O)C. The reactants are [ClH:1].C(OCC)(=O)C.[CH3:8][O:9][C:10]([C:12]1([NH:18][C:19]([C:21]2[CH:26]=[CH:25][C:24]([N:27]3[CH2:32][CH2:31][N:30]([CH2:33][CH2:34][CH3:35])[CH2:29][CH2:28]3)=[CH:23][CH:22]=2)=[O:20])[CH2:17][CH2:16][CH2:15][CH2:14][CH2:13]1)=[O:11]. The product is [ClH:1].[CH3:8][O:9][C:10]([C:12]1([NH:18][C:19]([C:21]2[CH:26]=[CH:25][C:24]([N:27]3[CH2:32][CH2:31][N:30]([CH2:33][CH2:34][CH3:35])[CH2:29][CH2:28]3)=[CH:23][CH:22]=2)=[O:20])[CH2:17][CH2:16][CH2:15][CH2:14][CH2:13]1)=[O:11]. (2) The reactants are [C:1]([C:3]1[CH:4]=[C:5]([CH:31]=[CH:32][CH:33]=1)[C:6]([NH:8][C:9]1[C:10]([C:27]([F:30])([F:29])[F:28])=[C:11]2[C:17]([C@@H:18]3[CH2:23][CH2:22][NH:21][C:20]([CH3:25])([CH3:24])[CH2:19]3)=[CH:16][N:15]([CH3:26])[C:12]2=[N:13][CH:14]=1)=[O:7])#[N:2].[CH:34]1([C:39](Cl)=[O:40])[CH2:38][CH2:37][CH2:36][CH2:35]1. The catalyst is C(Cl)Cl. The product is [C:1]([C:3]1[CH:4]=[C:5]([CH:31]=[CH:32][CH:33]=1)[C:6]([NH:8][C:9]1[C:10]([C:27]([F:28])([F:30])[F:29])=[C:11]2[C:17]([C@@H:18]3[CH2:23][CH2:22][N:21]([C:39]([CH:34]4[CH2:38][CH2:37][CH2:36][CH2:35]4)=[O:40])[C:20]([CH3:25])([CH3:24])[CH2:19]3)=[CH:16][N:15]([CH3:26])[C:12]2=[N:13][CH:14]=1)=[O:7])#[N:2]. The yield is 0.360. (3) The reactants are [C:1]1([C:7]2[NH:11][C:10]([C@@H:12]3[CH2:16][CH2:15][CH2:14][NH:13]3)=[N:9][CH:8]=2)[CH:6]=[CH:5][CH:4]=[CH:3][CH:2]=1.C(N(CC)CC)C.[C:24]([O:27][C@H:28]1[CH2:45][CH2:44][C@@:43]2([CH3:46])[C@@H:30]([CH2:31][CH2:32][C@:33]3([CH3:57])[C@@H:42]2[CH2:41][CH2:40][C@H:39]2[C@@:34]3([CH3:56])[CH2:35][CH2:36][C@@:37]3([C:53](O)=[O:54])[CH2:49][CH2:48][C@@H:47]([C:50]([CH3:52])=[CH2:51])[C@@H:38]32)[C:29]1([CH3:59])[CH3:58])(=[O:26])[CH3:25]. The catalyst is C(Cl)Cl.O. The product is [C:24]([O:27][C@H:28]1[CH2:45][CH2:44][C@@:43]2([CH3:46])[C@@H:30]([CH2:31][CH2:32][C@:33]3([CH3:57])[C@@H:42]2[CH2:41][CH2:40][C@H:39]2[C@@:34]3([CH3:56])[CH2:35][CH2:36][C@@:37]3([C:53]([N:13]4[CH2:14][CH2:15][CH2:16][C@@H:12]4[C:10]4[NH:11][C:7]([C:1]5[CH:2]=[CH:3][CH:4]=[CH:5][CH:6]=5)=[CH:8][N:9]=4)=[O:54])[CH2:49][CH2:48][C@@H:47]([C:50]([CH3:52])=[CH2:51])[C@@H:38]32)[C:29]1([CH3:59])[CH3:58])(=[O:26])[CH3:25]. The yield is 0.690. (4) The reactants are [F:1][C:2]1[CH:7]=[C:6]([F:8])[CH:5]=[CH:4][C:3]=1[N:9]1[C:13]([C:14]2[S:23][C:22]3[C:21]4[N:24]=[C:25]([N:28]5[CH2:33][C@H:32]([CH3:34])[NH:31][C@H:30]([CH3:35])[CH2:29]5)[CH:26]=[CH:27][C:20]=4[O:19][CH2:18][CH2:17][C:16]=3[CH:15]=2)=[N:12][CH:11]=[N:10]1.Br[CH2:37][CH2:38]F.C(=O)([O-])[O-].[Cs+].[Cs+]. The catalyst is CN(C)C=O. The product is [F:1][C:2]1[CH:7]=[C:6]([F:8])[CH:5]=[CH:4][C:3]=1[N:9]1[C:13]([C:14]2[S:23][C:22]3[C:21]4[N:24]=[C:25]([N:28]5[CH2:33][C@H:32]([CH3:34])[N:31]([CH2:37][CH3:38])[C@H:30]([CH3:35])[CH2:29]5)[CH:26]=[CH:27][C:20]=4[O:19][CH2:18][CH2:17][C:16]=3[CH:15]=2)=[N:12][CH:11]=[N:10]1. The yield is 0.560. (5) The reactants are [C:1]([NH:5][C:6]([C:8]1[C:16]2[C:11](=[N:12][CH:13]=[C:14]([C:17]3[C:25]4[C:20](=[CH:21][CH:22]=[C:23]([O:26][CH:27]([F:29])[F:28])[CH:24]=4)[N:19]([CH2:30][CH2:31][CH2:32][N:33]([CH3:37])[C:34](=[O:36])[CH3:35])[N:18]=3)[N:15]=2)[N:10](COCC[Si](C)(C)C)[CH:9]=1)=[O:7])([CH3:4])([CH3:3])[CH3:2].FC(F)(F)C(O)=O. The catalyst is ClCCl. The product is [C:1]([NH:5][C:6]([C:8]1[C:16]2[C:11](=[N:12][CH:13]=[C:14]([C:17]3[C:25]4[C:20](=[CH:21][CH:22]=[C:23]([O:26][CH:27]([F:28])[F:29])[CH:24]=4)[N:19]([CH2:30][CH2:31][CH2:32][N:33]([C:34](=[O:36])[CH3:35])[CH3:37])[N:18]=3)[N:15]=2)[NH:10][CH:9]=1)=[O:7])([CH3:4])([CH3:2])[CH3:3]. The yield is 0.560. (6) The reactants are Cl[C:2]1[C:11]2[C:6](=[CH:7][CH:8]=[C:9]([S:12]([C:15]3([F:21])[CH2:20][CH2:19][O:18][CH2:17][CH2:16]3)(=[O:14])=[O:13])[CH:10]=2)[N:5]=[CH:4][CH:3]=1.[CH3:22][C:23]1[C:24]([NH2:29])=[N:25][NH:26][C:27]=1[CH3:28]. The catalyst is C(O)(C)C.Cl. The product is [CH3:22][C:23]1[C:24]([NH:29][C:2]2[C:11]3[C:6](=[CH:7][CH:8]=[C:9]([S:12]([C:15]4([F:21])[CH2:20][CH2:19][O:18][CH2:17][CH2:16]4)(=[O:14])=[O:13])[CH:10]=3)[N:5]=[CH:4][CH:3]=2)=[N:25][NH:26][C:27]=1[CH3:28]. The yield is 0.460. (7) The reactants are [F:1][CH:2]([F:14])[O:3][C:4]1[CH:13]=[CH:12][C:7]2[N:8]=[C:9]([NH2:11])[S:10][C:6]=2[CH:5]=1.[C:15](N1C=CN=C1)([N:17]1[CH:21]=[CH:20][N:19]=[CH:18]1)=[S:16]. The catalyst is C(#N)C. The product is [F:14][CH:2]([F:1])[O:3][C:4]1[CH:13]=[CH:12][C:7]2[N:8]=[C:9]([NH:11][C:15]([N:17]3[CH:21]=[CH:20][N:19]=[CH:18]3)=[S:16])[S:10][C:6]=2[CH:5]=1. The yield is 0.663. (8) The reactants are [H-].[Al+3].[Li+].[H-].[H-].[H-].[CH3:7][O:8][CH2:9][C@H:10]([CH3:43])[O:11][C:12]1[CH:13]=[C:14]([C:29]2[NH:33][C:32]([C:34]3[O:35][CH:36]([C:39](OC)=[O:40])[CH2:37][N:38]=3)=[CH:31][CH:30]=2)[CH:15]=[C:16]([O:18][C:19]2[CH:24]=[CH:23][C:22]([S:25]([CH3:28])(=[O:27])=[O:26])=[CH:21][CH:20]=2)[CH:17]=1.O.[OH-].[Na+]. The catalyst is O1CCCC1. The product is [CH3:7][O:8][CH2:9][C@H:10]([CH3:43])[O:11][C:12]1[CH:13]=[C:14]([C:29]2[NH:33][C:32]([C:34]3[O:35][CH:36]([CH2:39][OH:40])[CH2:37][N:38]=3)=[CH:31][CH:30]=2)[CH:15]=[C:16]([O:18][C:19]2[CH:20]=[CH:21][C:22]([S:25]([CH3:28])(=[O:27])=[O:26])=[CH:23][CH:24]=2)[CH:17]=1. The yield is 0.740. (9) The reactants are Br[C:2]1[CH:7]=[CH:6][C:5]([O:8][CH3:9])=[CH:4][CH:3]=1.[CH3:10][N:11]([CH3:21])[CH2:12][C@H:13]1[C:15]2([CH2:20][CH2:19][CH2:18][CH2:17][CH2:16]2)[O:14]1. The catalyst is C1COCC1.[Cu](I)I. The product is [CH3:10][N:11]([CH2:12][C@@H:13]([C:15]1([OH:14])[CH2:20][CH2:19][CH2:18][CH2:17][CH2:16]1)[C:2]1[CH:7]=[CH:6][C:5]([O:8][CH3:9])=[CH:4][CH:3]=1)[CH3:21]. The yield is 0.890. (10) The reactants are [Br:1][C:2]1[C:10]2[NH:9][CH:8]=[N:7][C:6]=2[CH:5]=[CH:4][C:3]=1[NH:11][C:12]1[NH:13][CH2:14][CH2:15][N:16]=1.[Br:17]Br.N. The catalyst is CC(O)=O.[Hg](OC(C)=O)OC(C)=O. The product is [Br:1][C:2]1[C:10]2[NH:9][CH:8]=[N:7][C:6]=2[CH:5]=[C:4]([Br:17])[C:3]=1[NH:11][C:12]1[NH:13][CH2:14][CH2:15][N:16]=1. The yield is 0.860.